From a dataset of Reaction yield outcomes from USPTO patents with 853,638 reactions. Predict the reaction yield, written as a fraction of the theoretical maximum amount of product (1.0 means a 100% yield; for example, 0.34 means a 34% yield). (1) The reactants are [Br:1][C:2]1[C:3]([C:9](=[O:15])[C:10]([O:12][CH2:13][CH3:14])=[O:11])=[C:4]([CH3:8])[S:5][C:6]=1[Cl:7].[BH4-].[BH4-].[BH4-].[BH4-].[Na+].[Na+].[Na+].[Na+]. The catalyst is O1CCCC1.C(O)C. The product is [Br:1][C:2]1[C:3]([CH:9]([OH:15])[C:10]([O:12][CH2:13][CH3:14])=[O:11])=[C:4]([CH3:8])[S:5][C:6]=1[Cl:7]. The yield is 0.980. (2) The reactants are Br[C:2]1[CH:3]=[CH:4][C:5]([C:8]([C:15]2[CH:16]=[N:17][CH:18]=[N:19][CH:20]=2)([OH:14])[C:9]([CH3:13])([CH3:12])[CH2:10][CH3:11])=[N:6][CH:7]=1.[F:21][C:22]([F:34])([F:33])[O:23][C:24]1[CH:29]=[CH:28][C:27](B(O)O)=[CH:26][CH:25]=1. No catalyst specified. The product is [CH3:12][C:9]([CH3:13])([CH2:10][CH3:11])[C:8]([C:15]1[CH:16]=[N:17][CH:18]=[N:19][CH:20]=1)([C:5]1[CH:4]=[CH:3][C:2]([C:27]2[CH:26]=[CH:25][C:24]([O:23][C:22]([F:21])([F:33])[F:34])=[CH:29][CH:28]=2)=[CH:7][N:6]=1)[OH:14]. The yield is 0.700. (3) The reactants are [Cl:1][C:2]1[CH:10]=[CH:9][CH:8]=[C:7]2[C:3]=1[CH:4]=[C:5]([C:11]([N:13]([O:15][CH3:16])[CH3:14])=[O:12])[NH:6]2.[F:17][C:18]1[CH:19]=[C:20](B(O)O)[CH:21]=[CH:22][CH:23]=1.N1C=CC=CC=1. The catalyst is C(Cl)Cl. The product is [Cl:1][C:2]1[CH:10]=[CH:9][CH:8]=[C:7]2[C:3]=1[CH:4]=[C:5]([C:11]([N:13]([O:15][CH3:16])[CH3:14])=[O:12])[N:6]2[C:22]1[CH:21]=[CH:20][CH:19]=[C:18]([F:17])[CH:23]=1. The yield is 0.900. (4) The reactants are Br[C:2]1[CH:24]=[C:23]([F:25])[CH:22]=[CH:21][C:3]=1[O:4][CH2:5][C:6]([N:8]([CH:18]([CH3:20])[CH3:19])[NH:9][C:10](=[O:17])[C:11]1[CH:16]=[CH:15][CH:14]=[CH:13][CH:12]=1)=[O:7].C([O-])([O-])=O.[Na+].[Na+].[F:32][C:33]1[CH:38]=[CH:37][C:36](B(O)O)=[CH:35][CH:34]=1. The catalyst is COCCOC. The product is [F:25][C:23]1[CH:22]=[CH:21][C:3]([O:4][CH2:5][C:6]([N:8]([CH:18]([CH3:20])[CH3:19])[NH:9][C:10](=[O:17])[C:11]2[CH:16]=[CH:15][CH:14]=[CH:13][CH:12]=2)=[O:7])=[C:2]([C:36]2[CH:37]=[CH:38][C:33]([F:32])=[CH:34][CH:35]=2)[CH:24]=1. The yield is 0.810. (5) The reactants are [H-].[Na+].[Cl:3][C:4]1[CH:5]=[CH:6][C:7]([CH:35]=[CH2:36])=[C:8]([C:10]2[CH:15]=[CH:14][C:13]([C@@:16]3([OH:34])[CH2:20][N:19]([C:21]([O:23][CH2:24][CH2:25][Si:26]([CH3:29])([CH3:28])[CH3:27])=[O:22])[C@H:18]([C:30]([O:32][CH3:33])=[O:31])[CH2:17]3)=[CH:12][CH:11]=2)[CH:9]=1.[CH3:37]I. The catalyst is CN(C=O)C. The product is [Cl:3][C:4]1[CH:5]=[CH:6][C:7]([CH:35]=[CH2:36])=[C:8]([C:10]2[CH:11]=[CH:12][C:13]([C@@:16]3([O:34][CH3:37])[CH2:20][N:19]([C:21]([O:23][CH2:24][CH2:25][Si:26]([CH3:29])([CH3:27])[CH3:28])=[O:22])[C@H:18]([C:30]([O:32][CH3:33])=[O:31])[CH2:17]3)=[CH:14][CH:15]=2)[CH:9]=1. The yield is 0.440. (6) The reactants are [CH3:1][O:2][C:3]1[N:11]=[CH:10][CH:9]=[CH:8][C:4]=1[C:5]([OH:7])=O.[N:12]1[CH:17]=[CH:16][CH:15]=[CH:14][C:13]=1[S:18][S:18][C:13]1[CH:14]=[CH:15][CH:16]=[CH:17][N:12]=1.C1(P(C2C=CC=CC=2)C2C=CC=CC=2)C=CC=CC=1. The catalyst is C1COCC1. The product is [CH3:1][O:2][C:3]1[C:4]([C:5](=[O:7])[S:18][C:13]2[CH:14]=[CH:15][CH:16]=[CH:17][N:12]=2)=[CH:8][CH:9]=[CH:10][N:11]=1. The yield is 0.740. (7) The reactants are [Cl:1][C:2]1[CH:7]=[CH:6][N+:5]([O-])=[CH:4][CH:3]=1.C[Si]([C:13]#[N:14])(C)C. No catalyst specified. The product is [Cl:1][C:2]1[CH:7]=[CH:6][N:5]=[C:4]([C:13]#[N:14])[CH:3]=1. The yield is 0.920. (8) The reactants are [ClH:1].O1CCOCC1.[N:8]1[CH:13]=[CH:12][CH:11]=[C:10]([O:14][CH2:15][CH:16]2[CH2:21][N:20](C(OC(C)(C)C)=O)[CH2:19][CH2:18][N:17]2[C:29]([O:31][CH:32]2[CH2:37][CH2:36][NH:35][CH2:34][CH2:33]2)=[O:30])[CH:9]=1. The catalyst is CO. The product is [ClH:1].[ClH:1].[ClH:1].[N:8]1[CH:13]=[CH:12][CH:11]=[C:10]([O:14][CH2:15][CH:16]2[CH2:21][NH:20][CH2:19][CH2:18][N:17]2[C:29]([O:31][CH:32]2[CH2:37][CH2:36][NH:35][CH2:34][CH2:33]2)=[O:30])[CH:9]=1. The yield is 0.990.